Dataset: Reaction yield outcomes from USPTO patents with 853,638 reactions. Task: Predict the reaction yield, written as a fraction of the theoretical maximum amount of product (1.0 means a 100% yield; for example, 0.34 means a 34% yield). (1) The reactants are [CH3:1][N:2]1[C:6]2[C:7]([Br:12])=[C:8]([NH2:11])[CH:9]=[CH:10][C:5]=2[N:4]=[CH:3]1.[NH3:13]. The catalyst is C(O)C(C)C. The product is [CH3:1][N:2]1[C:6]2[C:7]([Br:12])=[C:8]([NH:11][C:1]3[NH:13][CH2:5][CH2:6][N:2]=3)[CH:9]=[CH:10][C:5]=2[N:4]=[CH:3]1. The yield is 0.930. (2) The reactants are [C:1]([C:4]1[CH:11]=[C:10]([Cl:12])[C:7]([C:8]#[N:9])=[C:6](I)[C:5]=1[O:14][CH2:15][CH3:16])(=[O:3])[CH3:2].Cl.[CH3:18][O:19][CH:20]1[CH2:23][NH:22][CH2:21]1.C(=O)([O-])[O-].[Cs+].[Cs+].CC1(C)C2C=CC=C(P(C3C=CC=CC=3)C3C=CC=CC=3)C=2OC2C1=CC=CC=2P(C1C=CC=CC=1)C1C=CC=CC=1. The catalyst is O1CCOCC1.C1C=CC(/C=C/C(/C=C/C2C=CC=CC=2)=O)=CC=1.C1C=CC(/C=C/C(/C=C/C2C=CC=CC=2)=O)=CC=1.C1C=CC(/C=C/C(/C=C/C2C=CC=CC=2)=O)=CC=1.[Pd].[Pd]. The product is [C:1]([C:4]1[CH:11]=[C:10]([Cl:12])[C:7]([C:8]#[N:9])=[C:6]([N:22]2[CH2:23][CH:20]([O:19][CH3:18])[CH2:21]2)[C:5]=1[O:14][CH2:15][CH3:16])(=[O:3])[CH3:2]. The yield is 0.700.